Task: Binary Classification. Given a drug SMILES string, predict its activity (active/inactive) in a high-throughput screening assay against a specified biological target.. Dataset: HIV replication inhibition screening data with 41,000+ compounds from the AIDS Antiviral Screen (1) The compound is Nc1nc(Cl)cc(NCC2(CO)CCC(OCc3ccccc3)C2)n1. The result is 1 (active). (2) The compound is CC(=O)NC1C(OCc2ccccc2)OC(CO)C(O)C1OC(C)C(=O)NC(C)C(=O)NC(CCC(=O)NCCCNc1c2ccccc2nc2cccc([N+](=O)[O-])c12)C(N)=O. The result is 0 (inactive). (3) The compound is Br.CCN1CCC(O)(c2ccc(C)cc2)C(C(=O)c2ccc(C)cc2)C1. The result is 0 (inactive). (4) The drug is Cc1ccc2nc(NS(=O)(=O)c3cc(C)c(Cl)cc3S)[nH]c2c1. The result is 0 (inactive). (5) The drug is COC(=O)C12CCC(CC1=O)C2(C)C. The result is 0 (inactive).